Dataset: NCI-60 drug combinations with 297,098 pairs across 59 cell lines. Task: Regression. Given two drug SMILES strings and cell line genomic features, predict the synergy score measuring deviation from expected non-interaction effect. Drug 1: C(CN)CNCCSP(=O)(O)O. Drug 2: CC1C(C(CC(O1)OC2CC(CC3=C2C(=C4C(=C3O)C(=O)C5=CC=CC=C5C4=O)O)(C(=O)C)O)N)O. Cell line: NCI-H322M. Synergy scores: CSS=39.8, Synergy_ZIP=-0.834, Synergy_Bliss=0.506, Synergy_Loewe=-74.7, Synergy_HSA=-0.411.